This data is from Forward reaction prediction with 1.9M reactions from USPTO patents (1976-2016). The task is: Predict the product of the given reaction. Given the reactants CC1(C)[O:6][C:5](=[CH:7][C:8]([N:10]([CH2:13][C:14]2[CH:19]=[CH:18][C:17]([F:20])=[CH:16][CH:15]=2)[O:11][CH3:12])=[O:9])[C:4](=[O:21])O1.[CH3:23][C:24]1[C:28]([S:29]([NH2:32])(=[O:31])=[O:30])=[C:27]([CH3:33])[O:26][N:25]=1, predict the reaction product. The product is: [F:20][C:17]1[CH:16]=[CH:15][C:14]([CH2:13][N:10]([O:11][CH3:12])[C:8](=[O:9])[CH:7]=[C:5]([OH:6])[C:4]([NH:32][S:29]([C:28]2[C:24]([CH3:23])=[N:25][O:26][C:27]=2[CH3:33])(=[O:30])=[O:31])=[O:21])=[CH:19][CH:18]=1.